This data is from Forward reaction prediction with 1.9M reactions from USPTO patents (1976-2016). The task is: Predict the product of the given reaction. (1) Given the reactants [C:1]([O-:10])(=[O:9])[CH2:2][CH2:3][CH2:4][CH2:5][CH2:6][CH2:7][CH3:8].[Na+].[CH3:12][C@@H:13]1[N:34]2[C:17]3[C:18]([C:30]([C:32]([C:35]([OH:37])=[O:36])=[CH:33]2)=[O:31])=[CH:19][C:20]([F:29])=[C:21]([N:22]2[CH2:27][CH2:26][N:25]([CH3:28])[CH2:24][CH2:23]2)[C:16]=3[O:15][CH2:14]1.Cl, predict the reaction product. The product is: [CH3:12][C@@H:13]1[N:34]2[C:17]3[C:18]([C:30]([C:32]([C:35]([OH:37])=[O:36])=[CH:33]2)=[O:31])=[CH:19][C:20]([F:29])=[C:21]([N:22]2[CH2:23][CH2:24][N:25]([CH3:28])[CH2:26][CH2:27]2)[C:16]=3[O:15][CH2:14]1.[C:1]([O-:10])(=[O:9])[CH2:2][CH2:3][CH2:4][CH2:5][CH2:6][CH2:7][CH3:8]. (2) Given the reactants C([S:4][CH2:5][CH2:6][C:7]1[CH:12]=[CH:11][C:10]([C:13]([O:15]C)=[O:14])=[CH:9][C:8]=1[C:17]([O:19]C)=[O:18])(=O)C.[OH-].[Na+], predict the reaction product. The product is: [SH:4][CH2:5][CH2:6][C:7]1[CH:12]=[CH:11][C:10]([C:13]([OH:15])=[O:14])=[CH:9][C:8]=1[C:17]([OH:19])=[O:18]. (3) Given the reactants CC1(C)C(C)(C)OB([C:9]2[CH2:18][CH2:17][C:12]3([O:16][CH2:15][CH2:14][O:13]3)[CH2:11][CH:10]=2)O1.Br[C:21]1[CH:26]=[CH:25][C:24]([N+:27]([O-:29])=[O:28])=[CH:23][N:22]=1.C(Cl)Cl, predict the reaction product. The product is: [O:13]1[C:12]2([CH2:17][CH2:18][C:9]([C:21]3[CH:26]=[CH:25][C:24]([N+:27]([O-:29])=[O:28])=[CH:23][N:22]=3)=[CH:10][CH2:11]2)[O:16][CH2:15][CH2:14]1. (4) Given the reactants [NH2:1][C:2]1[C:7]([C:8]([NH2:10])=[O:9])=[CH:6][N:5]=[CH:4][N:3]=1.CO[C:13](=O)[CH2:14][O:15][CH2:16][CH2:17][C:18]1[CH:23]=[CH:22][CH:21]=[C:20]([F:24])[CH:19]=1.[Li+].C[Si]([N-][Si](C)(C)C)(C)C, predict the reaction product. The product is: [F:24][C:20]1[CH:19]=[C:18]([CH2:17][CH2:16][O:15][CH2:14][C:13]2[NH:10][C:8](=[O:9])[C:7]3[C:2]([N:1]=2)=[N:3][CH:4]=[N:5][CH:6]=3)[CH:23]=[CH:22][CH:21]=1. (5) Given the reactants Cl.[CH:2]1([CH2:5][O:6][C:7]2[CH:8]=[CH:9][C:10]3[C:14]([CH:15]=2)=[N:13][N:12]([C:16]2[CH:26]=[CH:25][C:19]([O:20][CH2:21][C@@H:22]([NH2:24])[CH3:23])=[CH:18][CH:17]=2)[CH:11]=3)[CH2:4][CH2:3]1.[CH3:27][N:28]=[C:29]=[O:30].C(N(CC)CC)C, predict the reaction product. The product is: [CH:2]1([CH2:5][O:6][C:7]2[CH:8]=[CH:9][C:10]3[C:14]([CH:15]=2)=[N:13][N:12]([C:16]2[CH:26]=[CH:25][C:19]([O:20][CH2:21][C@@H:22]([NH:24][C:29]([NH:28][CH3:27])=[O:30])[CH3:23])=[CH:18][CH:17]=2)[CH:11]=3)[CH2:4][CH2:3]1. (6) Given the reactants C[Si]([N-][Si](C)(C)C)(C)C.[Na+].[OH:11][C@@H:12]([C@H:14]1[CH2:18][N:17]([C@@H:19]([C:21]2[CH:26]=[CH:25][C:24]([O:27][CH3:28])=[CH:23][CH:22]=2)[CH3:20])[C:16](=[O:29])[CH2:15]1)[CH3:13].[Cl:30][C:31]1[N:36]=[C:35](S(C)(=O)=O)[C:34]2[N:41]([CH:44]([F:46])[F:45])[CH:42]=[N:43][C:33]=2[CH:32]=1, predict the reaction product. The product is: [Cl:30][C:31]1[N:36]=[C:35]([O:11][C@@H:12]([C@H:14]2[CH2:18][N:17]([C@@H:19]([C:21]3[CH:22]=[CH:23][C:24]([O:27][CH3:28])=[CH:25][CH:26]=3)[CH3:20])[C:16](=[O:29])[CH2:15]2)[CH3:13])[C:34]2[N:41]([CH:44]([F:45])[F:46])[CH:42]=[N:43][C:33]=2[CH:32]=1.